Task: Predict which catalyst facilitates the given reaction.. Dataset: Catalyst prediction with 721,799 reactions and 888 catalyst types from USPTO (1) Reactant: [CH3:1][O:2][C:3](=[O:17])[C:4]1[CH:9]=[C:8]([C:10]#[N:11])[N:7]=[C:6]([NH:12][C@H:13]([CH2:15][CH3:16])[CH3:14])[CH:5]=1.[N-:18]=[N+:19]=[N-:20].[Na+].Cl.C(N(CC)CC)C. Product: [CH3:1][O:2][C:3](=[O:17])[C:4]1[CH:9]=[C:8]([C:10]2[N:18]=[N:19][NH:20][N:11]=2)[N:7]=[C:6]([NH:12][C@H:13]([CH2:15][CH3:16])[CH3:14])[CH:5]=1. The catalyst class is: 11. (2) Reactant: [CH3:1][O:2][C:3]1[CH:9]=[CH:8][C:6]([NH2:7])=[C:5]([N+:10]([O-:12])=[O:11])[CH:4]=1.[C:13](O)(=O)[CH3:14].[C:17](O[BH-](OC(=O)C)OC(=O)C)(=O)[CH3:18].[Na+].C(=O)(O)[O-].[Na+]. Product: [CH:13]1([CH2:14][NH:7][C:6]2[CH:8]=[CH:9][C:3]([O:2][CH3:1])=[CH:4][C:5]=2[N+:10]([O-:12])=[O:11])[CH2:18][CH2:17]1. The catalyst class is: 4. (3) Reactant: [Cl:1][C:2]1[CH:3]=[C:4]([NH:9][C:10]2[C:19]3[C:14](=[CH:15][C:16]([O:25][CH3:26])=[C:17]([O:20][CH2:21][CH2:22][CH2:23]Cl)[CH:18]=3)[N:13]=[CH:12][N:11]=2)[CH:5]=[CH:6][C:7]=1[F:8].C([O-])([O-])=O.[K+].[K+].[CH3:33][N:34]1[CH2:39][CH2:38][CH2:37][CH:36]2[CH2:40][NH:41][CH2:42][CH:35]12. Product: [Cl:1][C:2]1[CH:3]=[C:4]([NH:9][C:10]2[C:19]3[C:14](=[CH:15][C:16]([O:25][CH3:26])=[C:17]([O:20][CH2:21][CH2:22][CH2:23][N:41]4[CH2:40][CH:36]5[CH:35]([N:34]([CH3:33])[CH2:39][CH2:38][CH2:37]5)[CH2:42]4)[CH:18]=3)[N:13]=[CH:12][N:11]=2)[CH:5]=[CH:6][C:7]=1[F:8]. The catalyst class is: 3.